Regression. Given two drug SMILES strings and cell line genomic features, predict the synergy score measuring deviation from expected non-interaction effect. From a dataset of NCI-60 drug combinations with 297,098 pairs across 59 cell lines. (1) Drug 1: CCC1(CC2CC(C3=C(CCN(C2)C1)C4=CC=CC=C4N3)(C5=C(C=C6C(=C5)C78CCN9C7C(C=CC9)(C(C(C8N6C=O)(C(=O)OC)O)OC(=O)C)CC)OC)C(=O)OC)O.OS(=O)(=O)O. Drug 2: C1=NC2=C(N1)C(=S)N=CN2. Cell line: UACC62. Synergy scores: CSS=45.4, Synergy_ZIP=-0.145, Synergy_Bliss=0.0850, Synergy_Loewe=-16.4, Synergy_HSA=3.05. (2) Drug 1: CC1=C(C=C(C=C1)NC2=NC=CC(=N2)N(C)C3=CC4=NN(C(=C4C=C3)C)C)S(=O)(=O)N.Cl. Drug 2: CN1C(=O)N2C=NC(=C2N=N1)C(=O)N. Cell line: COLO 205. Synergy scores: CSS=3.80, Synergy_ZIP=5.95, Synergy_Bliss=10.4, Synergy_Loewe=0.675, Synergy_HSA=1.43. (3) Drug 1: CN(CC1=CN=C2C(=N1)C(=NC(=N2)N)N)C3=CC=C(C=C3)C(=O)NC(CCC(=O)O)C(=O)O. Drug 2: COC1=C2C(=CC3=C1OC=C3)C=CC(=O)O2. Cell line: COLO 205. Synergy scores: CSS=36.3, Synergy_ZIP=1.29, Synergy_Bliss=2.01, Synergy_Loewe=-38.6, Synergy_HSA=0.726. (4) Drug 1: C1CCC(CC1)NC(=O)N(CCCl)N=O. Drug 2: C1=NC2=C(N1)C(=S)N=CN2. Cell line: OVCAR-5. Synergy scores: CSS=4.21, Synergy_ZIP=-9.54, Synergy_Bliss=-14.0, Synergy_Loewe=-30.5, Synergy_HSA=-14.0. (5) Drug 1: C1CCN(CC1)CCOC2=CC=C(C=C2)C(=O)C3=C(SC4=C3C=CC(=C4)O)C5=CC=C(C=C5)O. Drug 2: C1=CN(C(=O)N=C1N)C2C(C(C(O2)CO)O)O.Cl. Cell line: A498. Synergy scores: CSS=19.1, Synergy_ZIP=-7.96, Synergy_Bliss=-4.79, Synergy_Loewe=-4.48, Synergy_HSA=-2.59.